From a dataset of Full USPTO retrosynthesis dataset with 1.9M reactions from patents (1976-2016). Predict the reactants needed to synthesize the given product. (1) Given the product [C:32]([O:23][NH:5][C:4]1[CH:6]=[CH:7][C:8]([CH2:9][O:10][CH2:11][CH2:12][O:13][CH3:14])=[C:2]([F:1])[CH:3]=1)(=[O:33])[C:34]1[CH:20]=[CH:19][CH:18]=[CH:17][CH:16]=1, predict the reactants needed to synthesize it. The reactants are: [F:1][C:2]1[CH:3]=[C:4]([CH:6]=[CH:7][C:8]=1[CH2:9][O:10][CH2:11][CH2:12][O:13][CH3:14])[NH2:5].N1[CH:20]=[CH:19][CH:18]=[CH:17][CH:16]=1.ClC(OC1C=CC=CC=1)=[O:23].C[C:32]([CH3:34])=[O:33]. (2) Given the product [Br:10][C:11]1[CH:16]=[CH:15][CH:14]=[CH:13][C:12]=1[S:9][C:3]1[CH:4]=[CH:5][C:6](/[CH:19]=[CH:20]/[C:21]([N:39]2[CH2:40][CH2:41][CH:36]([OH:35])[CH2:37][CH2:38]2)=[O:22])=[CH:7][C:2]=1[Cl:1], predict the reactants needed to synthesize it. The reactants are: [Cl:1][C:2]1[CH:7]=[C:6](Cl)[CH:5]=[CH:4][C:3]=1[SH:9].[Br:10][C:11]1[CH:16]=[CH:15][CH:14]=[CH:13][C:12]=1S.Cl[C:19]1C=CC=C[C:20]=1[CH:21]=[O:22].NCCCCCCO.[OH:35][CH:36]1[CH2:41][CH2:40][NH:39][CH2:38][CH2:37]1.